Dataset: Peptide-MHC class II binding affinity with 134,281 pairs from IEDB. Task: Regression. Given a peptide amino acid sequence and an MHC pseudo amino acid sequence, predict their binding affinity value. This is MHC class II binding data. The peptide sequence is YDKFLANVSTVHTGK. The MHC is DRB1_0404 with pseudo-sequence DRB1_0404. The binding affinity (normalized) is 0.687.